This data is from Retrosynthesis with 50K atom-mapped reactions and 10 reaction types from USPTO. The task is: Predict the reactants needed to synthesize the given product. (1) Given the product Nc1ccc(OCCC(F)(F)F)cc1, predict the reactants needed to synthesize it. The reactants are: O=[N+]([O-])c1ccc(OCCC(F)(F)F)cc1. (2) Given the product CS(=O)(=O)N(Cc1cccnc1)c1cccc([N+](=O)[O-])c1, predict the reactants needed to synthesize it. The reactants are: CS(=O)(=O)Cl.O=[N+]([O-])c1cccc(NCc2cccnc2)c1. (3) Given the product Cc1c(-c2cc(F)c(NC(=O)Nc3cc(C(F)(F)F)ccc3F)cc2F)c2c(N)ncnn2c1CN1CCOCC1, predict the reactants needed to synthesize it. The reactants are: CC1(C)OB(c2cc(F)c(NC(=O)Nc3cc(C(F)(F)F)ccc3F)cc2F)OC1(C)C.Cc1c(Br)c2c(N)ncnn2c1CN1CCOCC1. (4) Given the product COC(=O)c1cccc(-c2ccccc2OC)c1, predict the reactants needed to synthesize it. The reactants are: COC(=O)c1cccc(Br)c1.COc1ccccc1B(O)O.